Predict the product of the given reaction. From a dataset of Forward reaction prediction with 1.9M reactions from USPTO patents (1976-2016). (1) The product is: [Cl:42][C:28]1[CH:27]=[C:26]([NH:25][C:23]2[C:24]3[N:16]([CH2:15][CH2:14][O:13][CH2:12][CH2:11][OH:10])[CH:17]=[CH:18][C:19]=3[N:20]=[CH:21][N:22]=2)[CH:41]=[CH:40][C:29]=1[O:30][C:31]1[CH:32]=[C:33]([CH:37]=[CH:38][CH:39]=1)[C:34]([NH:48][CH2:47][CH2:46][C:45]([F:50])([F:49])[F:44])=[O:36]. Given the reactants Cl.C([O:10][CH2:11][CH2:12][O:13][CH2:14][CH2:15][N:16]1[C:24]2[C:23]([NH:25][C:26]3[CH:41]=[CH:40][C:29]([O:30][C:31]4[CH:32]=[C:33]([CH:37]=[CH:38][CH:39]=4)[C:34]([OH:36])=O)=[C:28]([Cl:42])[CH:27]=3)=[N:22][CH:21]=[N:20][C:19]=2[CH:18]=[CH:17]1)(=O)C1C=CC=CC=1.Cl.[F:44][C:45]([F:50])([F:49])[CH2:46][CH2:47][NH2:48].Cl.C(N=C=NCCCN(C)C)C.ON1C2C=CC=CC=2N=N1.[OH-].[Na+], predict the reaction product. (2) Given the reactants [F:1][C:2]1[CH:7]=[CH:6][C:5]([N:8]2[C:16]3[C:11](=[CH:12][C:13]([O:17][C@H:18]([C:22]4[CH:27]=[CH:26][CH:25]=[CH:24][CH:23]=4)[C@H:19]([CH3:21])[NH2:20])=[CH:14][CH:15]=3)[CH:10]=[N:9]2)=[CH:4][CH:3]=1.[O:28]1[CH:32]=[CH:31][CH:30]=[C:29]1[CH2:33][N:34]=[C:35]=[S:36].O, predict the reaction product. The product is: [F:1][C:2]1[CH:3]=[CH:4][C:5]([N:8]2[C:16]3[C:11](=[CH:12][C:13]([O:17][C@H:18]([C:22]4[CH:23]=[CH:24][CH:25]=[CH:26][CH:27]=4)[C@@H:19]([NH:20][C:35]([NH:34][CH2:33][C:29]4[O:28][CH:32]=[CH:31][CH:30]=4)=[S:36])[CH3:21])=[CH:14][CH:15]=3)[CH:10]=[N:9]2)=[CH:6][CH:7]=1. (3) Given the reactants [Cl:1][C:2]1[CH:3]=[C:4]([C:16]2[N:17]=[C:18]([CH:29]3[CH2:31][CH2:30]3)[O:19][C:20]=2[C:21]2[CH:26]=[CH:25][N:24]=[C:23]([S:27][CH3:28])[N:22]=2)[C:5]([F:15])=[C:6]([NH:8]C(=O)C(C)(C)C)[CH:7]=1.OS(O)(=O)=O, predict the reaction product. The product is: [Cl:1][C:2]1[CH:3]=[C:4]([C:16]2[N:17]=[C:18]([CH:29]3[CH2:30][CH2:31]3)[O:19][C:20]=2[C:21]2[CH:26]=[CH:25][N:24]=[C:23]([S:27][CH3:28])[N:22]=2)[C:5]([F:15])=[C:6]([CH:7]=1)[NH2:8]. (4) Given the reactants [CH3:1]I.[F:3][C:4]1[CH:9]=[CH:8][CH:7]=[C:6]([O:10][CH3:11])[C:5]=1[OH:12], predict the reaction product. The product is: [F:3][C:4]1[CH:9]=[CH:8][CH:7]=[C:6]([O:10][CH3:11])[C:5]=1[O:12][CH3:1]. (5) Given the reactants Cl[C:2]1[N:7]=[CH:6][C:5]2[C:8]3([CH2:14][CH2:13]3)[C:9](=[O:12])[N:10]([CH3:11])[C:4]=2[CH:3]=1.[N:15]1[CH:20]=[CH:19][CH:18]=[C:17](B(O)O)[CH:16]=1, predict the reaction product. The product is: [CH3:11][N:10]1[C:4]2[CH:3]=[C:2]([C:17]3[CH:16]=[N:15][CH:20]=[CH:19][CH:18]=3)[N:7]=[CH:6][C:5]=2[C:8]2([CH2:14][CH2:13]2)[C:9]1=[O:12]. (6) Given the reactants [Cl:1][C:2]1[CH:3]=[C:4]([S:8]([NH:11][C:12]2[C:17]([C:18]([O:20]CC)=[O:19])=[C:16]([CH3:23])[N:15]=[C:14]3[S:24][C:25]([NH:35]C(OC(C)(C)C)=O)=[C:26]([C:27]4[CH:32]=[CH:31][CH:30]=[C:29]([O:33][CH3:34])[CH:28]=4)[C:13]=23)(=[O:10])=[O:9])[CH:5]=[CH:6][CH:7]=1.[OH-].[Na+].C(O)=O, predict the reaction product. The product is: [NH2:35][C:25]1[S:24][C:14]2=[N:15][C:16]([CH3:23])=[C:17]([C:18]([OH:20])=[O:19])[C:12]([NH:11][S:8]([C:4]3[CH:5]=[CH:6][CH:7]=[C:2]([Cl:1])[CH:3]=3)(=[O:9])=[O:10])=[C:13]2[C:26]=1[C:27]1[CH:32]=[CH:31][CH:30]=[C:29]([O:33][CH3:34])[CH:28]=1. (7) Given the reactants Br[CH2:2][C:3]1([CH3:7])[CH2:6][O:5][CH2:4]1.[F:8][C:9]([F:31])([C:12]([F:30])([F:29])[C:13]([F:28])([F:27])[C:14]([F:26])([F:25])[C:15]([F:24])([F:23])[C:16]([F:22])([F:21])[C:17]([F:20])([F:19])[F:18])[CH2:10][OH:11].[OH-].[K+], predict the reaction product. The product is: [F:8][C:9]([F:31])([C:12]([F:29])([F:30])[C:13]([F:27])([F:28])[C:14]([F:25])([F:26])[C:15]([F:23])([F:24])[C:16]([F:22])([F:21])[C:17]([F:20])([F:19])[F:18])[CH2:10][O:11][CH2:2][C:3]1([CH3:7])[CH2:6][O:5][CH2:4]1. (8) Given the reactants CN1CCOCC1.ClC(OCC(C)C)=O.[Cl:16][CH2:17][C:18]1[N:19]=[C:20]([C:23]2[CH:31]=[CH:30][C:26]([C:27]([OH:29])=O)=[CH:25][CH:24]=2)[S:21][CH:22]=1.Cl.[CH2:33]([C:38]1[CH:45]=[CH:44][C:41]([CH2:42][NH2:43])=[CH:40][CH:39]=1)[CH2:34][CH2:35][CH2:36][CH3:37], predict the reaction product. The product is: [Cl:16][CH2:17][C:18]1[N:19]=[C:20]([C:23]2[CH:24]=[CH:25][C:26]([C:27]([NH:43][CH2:42][C:41]3[CH:44]=[CH:45][C:38]([CH2:33][CH2:34][CH2:35][CH2:36][CH3:37])=[CH:39][CH:40]=3)=[O:29])=[CH:30][CH:31]=2)[S:21][CH:22]=1. (9) The product is: [CH2:8]([C:12]1[N:13]=[C:14]([NH:22][CH2:23][C:24]2[CH:29]=[CH:28][C:27]([O:30][CH3:31])=[CH:26][C:25]=2[O:32][CH3:33])[C:15]2[NH:20][N:19]=[C:18]([C:39]#[C:38][CH2:37][CH2:36][CH2:35][Cl:34])[C:16]=2[N:17]=1)[CH2:9][CH2:10][CH3:11]. Given the reactants C(N(CC)CC)C.[CH2:8]([C:12]1[N:13]=[C:14]([NH:22][CH2:23][C:24]2[CH:29]=[CH:28][C:27]([O:30][CH3:31])=[CH:26][C:25]=2[O:32][CH3:33])[C:15]2[NH:20][N:19]=[C:18](I)[C:16]=2[N:17]=1)[CH2:9][CH2:10][CH3:11].[Cl:34][CH2:35][CH2:36][CH2:37][C:38]#[CH:39], predict the reaction product.